Dataset: Full USPTO retrosynthesis dataset with 1.9M reactions from patents (1976-2016). Task: Predict the reactants needed to synthesize the given product. (1) Given the product [NH2:16][C:12]1[C:11]([CH3:17])=[CH:10][C:9]([O:8][C:6]2[CH:5]=[CH:4][N:3]=[C:2]([N:19]([CH3:18])[C:20]3[CH:25]=[CH:24][CH:23]=[CH:22][CH:21]=3)[N:7]=2)=[C:14]([CH3:15])[CH:13]=1, predict the reactants needed to synthesize it. The reactants are: Cl[C:2]1[N:7]=[C:6]([O:8][C:9]2[C:14]([CH3:15])=[CH:13][C:12]([NH2:16])=[C:11]([CH3:17])[CH:10]=2)[CH:5]=[CH:4][N:3]=1.[CH3:18][NH:19][C:20]1[CH:25]=[CH:24][CH:23]=[CH:22][CH:21]=1.C(OCC)(=O)C. (2) Given the product [C@H:30]1([NH:29][C:26]2[O:27][CH2:28][C:23]3[CH:22]=[C:21]([C:19]4[N:20]=[C:1]([CH3:2])[O:4][N:18]=4)[CH:40]=[CH:39][C:24]=3[N:25]=2)[C:38]2[C:33](=[CH:34][CH:35]=[CH:36][CH:37]=2)[CH2:32][CH2:31]1, predict the reactants needed to synthesize it. The reactants are: [C:1]([OH:4])(=O)[CH3:2].C(N1C=CN=C1)(N1C=CN=C1)=O.O[NH:18][C:19]([C:21]1[CH:40]=[CH:39][C:24]2[N:25]=[C:26]([NH:29][C@H:30]3[C:38]4[C:33](=[CH:34][CH:35]=[CH:36][CH:37]=4)[CH2:32][CH2:31]3)[O:27][CH2:28][C:23]=2[CH:22]=1)=[NH:20]. (3) Given the product [C:1]([NH:4][C:5]1[NH:6][CH:7]=[C:8]([C:13]2[CH:14]=[N:15][C:16]([NH2:19])=[CH:17][CH:18]=2)[C:9]=1[C:10]([NH2:12])=[O:11])(=[O:3])[CH3:2], predict the reactants needed to synthesize it. The reactants are: [C:1]([NH:4][C:5]1[NH:6][CH:7]=[C:8]([C:13]2[CH:14]=[N:15][C:16]([N+:19]([O-])=O)=[CH:17][CH:18]=2)[C:9]=1[C:10]([NH2:12])=[O:11])(=[O:3])[CH3:2].[H][H]. (4) Given the product [Br:32][C:33]1[CH:41]=[CH:40][C:36]([C:37]([N:8]([C:3]2[C:2]([Cl:1])=[CH:7][CH:6]=[CH:5][N:4]=2)[C@@H:9]2[CH2:14][CH2:13][CH2:12][N:11]([C:15]([O:17][C:18]([CH3:21])([CH3:20])[CH3:19])=[O:16])[CH2:10]2)=[O:38])=[CH:35][C:34]=1[F:42], predict the reactants needed to synthesize it. The reactants are: [Cl:1][C:2]1[C:3]([NH:8][C@@H:9]2[CH2:14][CH2:13][CH2:12][N:11]([C:15]([O:17][C:18]([CH3:21])([CH3:20])[CH3:19])=[O:16])[CH2:10]2)=[N:4][CH:5]=[CH:6][CH:7]=1.C[Si]([N-][Si](C)(C)C)(C)C.[Li+].[Br:32][C:33]1[CH:41]=[CH:40][C:36]([C:37](Cl)=[O:38])=[CH:35][C:34]=1[F:42]. (5) Given the product [OH:2][CH2:1][C:3]1[CH:4]=[C:5]([O:15][CH3:16])[C:6]([O:11][C:12](=[O:14])[CH3:13])=[C:7]([O:9][CH3:10])[CH:8]=1, predict the reactants needed to synthesize it. The reactants are: [CH:1]([C:3]1[CH:8]=[C:7]([O:9][CH3:10])[C:6]([O:11][C:12](=[O:14])[CH3:13])=[C:5]([O:15][CH3:16])[CH:4]=1)=[O:2].[BH4-].[Na+]. (6) Given the product [CH3:26][O:27]/[N:28]=[CH:1]/[C:3]1[CH:7]=[C:6]([C:8]2[CH:13]=[CH:12][C:11]([CH3:14])=[CH:10][CH:9]=2)[N:5]([C:15]2[CH:20]=[CH:19][C:18]([S:21]([NH2:24])(=[O:23])=[O:22])=[CH:17][CH:16]=2)[N:4]=1.[CH3:26][O:27]/[N:28]=[CH:1]\[C:3]1[CH:7]=[C:6]([C:8]2[CH:13]=[CH:12][C:11]([CH3:14])=[CH:10][CH:9]=2)[N:5]([C:15]2[CH:20]=[CH:19][C:18]([S:21]([NH2:24])(=[O:23])=[O:22])=[CH:17][CH:16]=2)[N:4]=1, predict the reactants needed to synthesize it. The reactants are: [CH:1]([C:3]1[CH:7]=[C:6]([C:8]2[CH:13]=[CH:12][C:11]([CH3:14])=[CH:10][CH:9]=2)[N:5]([C:15]2[CH:20]=[CH:19][C:18]([S:21]([NH2:24])(=[O:23])=[O:22])=[CH:17][CH:16]=2)[N:4]=1)=O.Cl.[CH3:26][O:27][NH2:28].C(=O)([O-])[O-].[Na+].[Na+]. (7) Given the product [C:17]([O:16][C:14](=[O:15])[NH:12][C@H:5]1[C:6]2[C:11](=[CH:10][CH:9]=[CH:8][CH:7]=2)[CH2:3][C@@H:4]1[OH:13])([CH3:20])([CH3:19])[CH3:18], predict the reactants needed to synthesize it. The reactants are: [OH-].[Na+].[CH2:3]1[C:11]2[C:6](=[CH:7][CH:8]=[CH:9][CH:10]=2)[C@H:5]([NH2:12])[C@H:4]1[OH:13].[C:14](O[C:14]([O:16][C:17]([CH3:20])([CH3:19])[CH3:18])=[O:15])([O:16][C:17]([CH3:20])([CH3:19])[CH3:18])=[O:15].